Dataset: Catalyst prediction with 721,799 reactions and 888 catalyst types from USPTO. Task: Predict which catalyst facilitates the given reaction. (1) Reactant: [C:1]([CH:3]([C:19]1[S:23][C:22]([C:24]2[CH:29]=[CH:28][CH:27]=[CH:26][N:25]=2)=[N:21][CH:20]=1)[N:4]1[CH2:9][CH2:8][CH:7]([CH2:10][NH:11]C(=O)OC(C)(C)C)[CH2:6][CH2:5]1)#[N:2].C([NH+](CC)CC)C.C(=O)([O-])[O-]. Product: [NH2:11][CH2:10][CH:7]1[CH2:6][CH2:5][N:4]([CH:3]([C:19]2[S:23][C:22]([C:24]3[CH:29]=[CH:28][CH:27]=[CH:26][N:25]=3)=[N:21][CH:20]=2)[C:1]#[N:2])[CH2:9][CH2:8]1. The catalyst class is: 281. (2) Reactant: [S:1]1[C:5]2[CH:6]=[CH:7][CH:8]=[CH:9][C:4]=2[N:3]=[C:2]1[NH:10][C:11]([N:13]1[C:21]2[C:16](=[CH:17][CH:18]=[C:19]([C:22]3[S:23][CH:24]=[C:25]([C:27]([O:29]CC)=[O:28])[N:26]=3)[CH:20]=2)[CH2:15][CH2:14]1)=[O:12].[Li+].[OH-].O.Cl. The catalyst class is: 191. Product: [S:1]1[C:5]2[CH:6]=[CH:7][CH:8]=[CH:9][C:4]=2[N:3]=[C:2]1[NH:10][C:11]([N:13]1[C:21]2[C:16](=[CH:17][CH:18]=[C:19]([C:22]3[S:23][CH:24]=[C:25]([C:27]([OH:29])=[O:28])[N:26]=3)[CH:20]=2)[CH2:15][CH2:14]1)=[O:12]. (3) Reactant: [C:1]([O:5][C:6]([N:8]1[CH2:13][CH2:12][C@@:11]([C:15]2[CH:20]=[CH:19][C:18]([F:21])=[C:17]([F:22])[CH:16]=2)([OH:14])[C@@H:10]([C:23](O)=[O:24])[CH2:9]1)=[O:7])([CH3:4])([CH3:3])[CH3:2].CO. Product: [F:22][C:17]1[CH:16]=[C:15]([C@@:11]2([OH:14])[CH2:12][CH2:13][N:8]([C:6]([O:5][C:1]([CH3:2])([CH3:3])[CH3:4])=[O:7])[CH2:9][C@@H:10]2[CH2:23][OH:24])[CH:20]=[CH:19][C:18]=1[F:21]. The catalyst class is: 1. (4) Reactant: [F:1][C:2]1[CH:9]=[CH:8][C:5]([C:6]#[N:7])=[C:4]([O:10][CH3:11])[CH:3]=1.[Cl-].[Cl-].[Cl-].[Al+3].O. Product: [F:1][C:2]1[CH:9]=[CH:8][C:5]([C:6]#[N:7])=[C:4]([O:10][CH3:11])[CH:3]=1.[F:1][C:2]1[CH:9]=[CH:8][C:5]([C:6]#[N:7])=[C:4]([OH:10])[CH:3]=1. The catalyst class is: 68. (5) Product: [F:28][C:24]1[CH:25]=[CH:26][CH:27]=[C:2]([F:1])[C:3]=1[C:4]([NH:6][C:7]1[CH:11]=[CH:10][N:9]([CH2:12][C:13]2[CH:18]=[CH:17][C:16]([O:19][CH2:36][C:37]([O:39][CH3:40])=[O:38])=[CH:15][C:14]=2[C:20]([F:23])([F:21])[F:22])[N:8]=1)=[O:5]. Reactant: [F:1][C:2]1[CH:27]=[CH:26][CH:25]=[C:24]([F:28])[C:3]=1[C:4]([NH:6][C:7]1[CH:11]=[CH:10][N:9]([CH2:12][C:13]2[CH:18]=[CH:17][C:16]([OH:19])=[CH:15][C:14]=2[C:20]([F:23])([F:22])[F:21])[N:8]=1)=[O:5].CC(C)([O-])C.[K+].Br[CH2:36][C:37]([O:39][CH3:40])=[O:38]. The catalyst class is: 16. (6) Reactant: [CH2:1]([C:4]1[C:8]([CH2:9][CH2:10][CH2:11][CH2:12][OH:13])=[CH:7][N:6]([C:14]2[CH:19]=[CH:18][C:17]([C:20]([F:23])([F:22])[F:21])=[CH:16][N:15]=2)[N:5]=1)[CH2:2][CH3:3].O[C:25]1[CH:30]=[CH:29][C:28]([CH2:31][CH2:32][C:33]([O:35]CC)=[O:34])=[C:27]([CH3:38])[CH:26]=1.C(P(CCCC)CCCC)CCC.N(C(N1CCCCC1)=O)=NC(N1CCCCC1)=O. Product: [CH3:38][C:27]1[CH:26]=[C:25]([O:13][CH2:12][CH2:11][CH2:10][CH2:9][C:8]2[C:4]([CH2:1][CH2:2][CH3:3])=[N:5][N:6]([C:14]3[CH:19]=[CH:18][C:17]([C:20]([F:22])([F:21])[F:23])=[CH:16][N:15]=3)[CH:7]=2)[CH:30]=[CH:29][C:28]=1[CH2:31][CH2:32][C:33]([OH:35])=[O:34]. The catalyst class is: 7.